This data is from Reaction yield outcomes from USPTO patents with 853,638 reactions. The task is: Predict the reaction yield, written as a fraction of the theoretical maximum amount of product (1.0 means a 100% yield; for example, 0.34 means a 34% yield). (1) The reactants are C([O:5][C:6](=[O:25])[CH2:7][O:8][C:9]1[CH:14]=[CH:13][C:12]([Cl:15])=[CH:11][C:10]=1[C:16]#[C:17][C:18]1[CH:19]=[N:20][CH:21]=[CH:22][C:23]=1[CH3:24])(C)(C)C.Cl. The catalyst is C(Cl)Cl. The product is [Cl:15][C:12]1[CH:13]=[CH:14][C:9]([O:8][CH2:7][C:6]([OH:25])=[O:5])=[C:10]([C:16]#[C:17][C:18]2[CH:19]=[N:20][CH:21]=[CH:22][C:23]=2[CH3:24])[CH:11]=1. The yield is 0.820. (2) The reactants are Cl[C:2]1[N:7]=[C:6]([NH2:8])[C:5]([CH3:9])=[CH:4][N:3]=1.[N:10]1([CH2:15][CH2:16][O:17][C:18]2[CH:23]=[CH:22][C:21]([NH2:24])=[CH:20][CH:19]=2)[CH2:14][CH2:13][CH2:12][CH2:11]1. The catalyst is C(O)(=O)C. The product is [CH3:9][C:5]1[C:6]([NH2:8])=[N:7][C:2]([NH:24][C:21]2[CH:22]=[CH:23][C:18]([O:17][CH2:16][CH2:15][N:10]3[CH2:14][CH2:13][CH2:12][CH2:11]3)=[CH:19][CH:20]=2)=[N:3][CH:4]=1. The yield is 0.730.